From a dataset of Reaction yield outcomes from USPTO patents with 853,638 reactions. Predict the reaction yield, written as a fraction of the theoretical maximum amount of product (1.0 means a 100% yield; for example, 0.34 means a 34% yield). The catalyst is O. The reactants are [N:1]1([C:12](=[O:13])[C:11]2[NH:10][CH:9]=[N:8][C:7]=2[N:5]([CH3:6])[C:3]1=[O:4])[CH3:2].[N+:14]([C:17]1[CH:22]=[CH:21][C:20](CCBr)=[CH:19][CH:18]=1)([O-:16])=[O:15].[OH-].[Na+].[CH:28]([OH:31])(C)[CH3:29]. The product is [CH3:2][N:1]1[C:12](=[O:13])[C:11]2[N:10]([C:20]3[CH:19]=[CH:18][C:17]([N+:14]([O-:16])=[O:15])([O:31][CH2:28][CH3:29])[CH2:22][CH:21]=3)[CH:9]=[N:8][C:7]=2[N:5]([CH3:6])[C:3]1=[O:4]. The yield is 0.500.